From a dataset of Peptide-MHC class I binding affinity with 185,985 pairs from IEDB/IMGT. Regression. Given a peptide amino acid sequence and an MHC pseudo amino acid sequence, predict their binding affinity value. This is MHC class I binding data. (1) The peptide sequence is KSFKLLCKL. The MHC is HLA-B15:01 with pseudo-sequence HLA-B15:01. The binding affinity (normalized) is 0.277. (2) The peptide sequence is PTDYMSSKL. The MHC is HLA-A02:01 with pseudo-sequence HLA-A02:01. The binding affinity (normalized) is 0.0847. (3) The peptide sequence is GSENLLSLY. The MHC is Mamu-A02 with pseudo-sequence Mamu-A02. The binding affinity (normalized) is 1.00. (4) The binding affinity (normalized) is 0.213. The MHC is HLA-B45:06 with pseudo-sequence HLA-B45:06. The peptide sequence is YPRNGWPAL. (5) The peptide sequence is EVREFLGSY. The MHC is HLA-A02:12 with pseudo-sequence HLA-A02:12. The binding affinity (normalized) is 0.0847. (6) The peptide sequence is LLAVLYCLL. The MHC is HLA-A02:01 with pseudo-sequence HLA-A02:01. The binding affinity (normalized) is 0.676. (7) The peptide sequence is DFWRLYNSLK. The MHC is HLA-A68:01 with pseudo-sequence HLA-A68:01. The binding affinity (normalized) is 0.391. (8) The peptide sequence is LFPELECFF. The MHC is HLA-B15:17 with pseudo-sequence HLA-B15:17. The binding affinity (normalized) is 0.0847. (9) The MHC is HLA-C08:02 with pseudo-sequence HLA-C08:02. The binding affinity (normalized) is 0.0847. The peptide sequence is RAYRNALSM. (10) The peptide sequence is ATKRIRMA. The MHC is HLA-A02:03 with pseudo-sequence HLA-A02:03. The binding affinity (normalized) is 0.132.